From a dataset of Forward reaction prediction with 1.9M reactions from USPTO patents (1976-2016). Predict the product of the given reaction. (1) Given the reactants [Cl:1][C:2]1[CH:7]=[CH:6][C:5]([C:8]2([NH2:14])[CH2:13][CH2:12][NH:11][CH2:10][CH2:9]2)=[CH:4][CH:3]=1.Cl[C:16]1[N:24]=[CH:23][N:22]=[C:21]2[C:17]=1[NH:18][C:19](=[O:25])[NH:20]2, predict the reaction product. The product is: [NH2:14][C:8]1([C:5]2[CH:6]=[CH:7][C:2]([Cl:1])=[CH:3][CH:4]=2)[CH2:9][CH2:10][N:11]([C:16]2[N:24]=[CH:23][N:22]=[C:21]3[C:17]=2[NH:18][C:19](=[O:25])[NH:20]3)[CH2:12][CH2:13]1. (2) Given the reactants [C:1]([N:8]1[CH2:13][CH2:12][NH:11][CH2:10][CH2:9]1)([O:3][C:4]([CH3:7])([CH3:6])[CH3:5])=[O:2].Cl[CH2:15][C:16]1[N:20]=[CH:19][O:18][N:17]=1.C(N(CC)CC)C, predict the reaction product. The product is: [O:18]1[CH:19]=[N:20][C:16]([CH2:15][N:11]2[CH2:10][CH2:9][N:8]([C:1]([O:3][C:4]([CH3:7])([CH3:6])[CH3:5])=[O:2])[CH2:13][CH2:12]2)=[N:17]1.